Dataset: Catalyst prediction with 721,799 reactions and 888 catalyst types from USPTO. Task: Predict which catalyst facilitates the given reaction. Reactant: F[C:2]1[CH:3]=[CH:4][C:5]([N+:13]([O-:15])=[O:14])=[C:6]([NH:8][S:9]([CH3:12])(=[O:11])=[O:10])[CH:7]=1.[CH3:16][N:17]1[CH2:22][CH2:21][NH:20][CH2:19][CH2:18]1.CCO. Product: [CH3:16][N:17]1[CH2:22][CH2:21][N:20]([C:2]2[CH:3]=[CH:4][C:5]([N+:13]([O-:15])=[O:14])=[C:6]([NH:8][S:9]([CH3:12])(=[O:11])=[O:10])[CH:7]=2)[CH2:19][CH2:18]1. The catalyst class is: 163.